Dataset: Full USPTO retrosynthesis dataset with 1.9M reactions from patents (1976-2016). Task: Predict the reactants needed to synthesize the given product. (1) Given the product [CH3:48][NH:47][C:45](=[O:46])[C:42]1[CH:41]=[CH:40][CH:39]=[CH:44][N:43]=1, predict the reactants needed to synthesize it. The reactants are: FC1C=CC=CC=1COC1C2C(=C(O)C=CC=2)N=C(C)C=1.ClC1C(CCl)=C(Cl)C=CC=1N(C)C(=O)CNC(=O)CC[C:39]1[CH:40]=[CH:41][C:42]([C:45]([NH:47][CH3:48])=[O:46])=[N:43][CH:44]=1. (2) Given the product [CH3:8][O:9][C:10](=[O:11])[CH:12]=[C:1]1[CH2:6][CH2:5][CH2:4][CH2:3][CH2:2]1, predict the reactants needed to synthesize it. The reactants are: [C:1]1(=O)[CH2:6][CH2:5][CH2:4][CH2:3][CH2:2]1.[CH3:8][O:9][C:10]([CH:12]=P(C1C=CC=CC=1)(C1C=CC=CC=1)C1C=CC=CC=1)=[O:11]. (3) Given the product [NH2:26][C:27]1[C:32]([C:33]#[N:34])=[CH:31][N:30]=[C:29]([N:15]2[CH2:14][CH2:13][N:12]([C:10](=[O:11])[C:7]3[CH:8]=[CH:9][C:4]([O:3][CH3:2])=[C:5]([C:18]#[C:19][C:20]4[CH:25]=[CH:24][CH:23]=[CH:22][N:21]=4)[CH:6]=3)[CH2:17][CH2:16]2)[N:28]=1, predict the reactants needed to synthesize it. The reactants are: Cl.[CH3:2][O:3][C:4]1[CH:9]=[CH:8][C:7]([C:10]([N:12]2[CH2:17][CH2:16][NH:15][CH2:14][CH2:13]2)=[O:11])=[CH:6][C:5]=1[C:18]#[C:19][C:20]1[CH:25]=[CH:24][CH:23]=[CH:22][N:21]=1.[NH2:26][C:27]1[C:32]([C:33]#[N:34])=[CH:31][N:30]=[C:29](Cl)[N:28]=1. (4) Given the product [CH3:36][O:35][C:32]1[CH:33]=[CH:34][C:29]([N:19]2[C:20]([C:22]3[CH:27]=[CH:26][C:25]([CH3:28])=[CH:24][CH:23]=3)=[CH:21][C:17]([CH:14]3[CH2:15][CH2:16][NH:11][CH2:12][CH2:13]3)=[N:18]2)=[CH:30][CH:31]=1, predict the reactants needed to synthesize it. The reactants are: C(OC([N:11]1[CH2:16][CH2:15][CH:14]([C:17]2[CH:21]=[C:20]([C:22]3[CH:27]=[CH:26][C:25]([CH3:28])=[CH:24][CH:23]=3)[N:19]([C:29]3[CH:34]=[CH:33][C:32]([O:35][CH3:36])=[CH:31][CH:30]=3)[N:18]=2)[CH2:13][CH2:12]1)=O)C1C=CC=CC=1. (5) Given the product [Br:22][C:23]1[CH:34]=[CH:33][C:26]([CH2:27][N:14]2[C:15]3[C:10](=[C:9]([CH2:7][CH3:8])[N:18]=[C:17]([CH2:19][CH3:20])[CH:16]=3)[CH:11]=[CH:12][C:13]2=[O:21])=[CH:25][C:24]=1[CH3:35], predict the reactants needed to synthesize it. The reactants are: C(=O)([O-])[O-].[K+].[K+].[CH2:7]([C:9]1[N:18]=[C:17]([CH2:19][CH3:20])[CH:16]=[C:15]2[C:10]=1[CH:11]=[CH:12][C:13](=[O:21])[NH:14]2)[CH3:8].[Br:22][C:23]1[CH:34]=[CH:33][C:26]([CH2:27]OS(C)(=O)=O)=[CH:25][C:24]=1[CH3:35].O.